From a dataset of Reaction yield outcomes from USPTO patents with 853,638 reactions. Predict the reaction yield, written as a fraction of the theoretical maximum amount of product (1.0 means a 100% yield; for example, 0.34 means a 34% yield). The yield is 0.530. The product is [Br:16][CH2:14][C:13]([C:9]1[CH:10]=[CH:11][CH:12]=[C:7]([S:6][CH:1]2[CH2:5][CH2:4][CH2:3][CH2:2]2)[CH:8]=1)=[O:15]. The reactants are [CH:1]1([S:6][C:7]2[CH:8]=[C:9]([C:13](=[O:15])[CH3:14])[CH:10]=[CH:11][CH:12]=2)[CH2:5][CH2:4][CH2:3][CH2:2]1.[Br:16]Br. The catalyst is C(Cl)(Cl)Cl.